This data is from Catalyst prediction with 721,799 reactions and 888 catalyst types from USPTO. The task is: Predict which catalyst facilitates the given reaction. Reactant: [H-].[Na+].Cl[C:4]1[C:9]([N+:10]([O-:12])=[O:11])=[CH:8][CH:7]=[CH:6][N:5]=1.[C:13]([O:17][CH3:18])(=[O:16])[CH2:14][SH:15]. Product: [CH3:18][O:17][C:13]([CH2:14][S:15][C:4]1[C:9]([N+:10]([O-:12])=[O:11])=[CH:8][CH:7]=[CH:6][N:5]=1)=[O:16]. The catalyst class is: 7.